This data is from NCI-60 drug combinations with 297,098 pairs across 59 cell lines. The task is: Regression. Given two drug SMILES strings and cell line genomic features, predict the synergy score measuring deviation from expected non-interaction effect. (1) Drug 1: CCC1(CC2CC(C3=C(CCN(C2)C1)C4=CC=CC=C4N3)(C5=C(C=C6C(=C5)C78CCN9C7C(C=CC9)(C(C(C8N6C=O)(C(=O)OC)O)OC(=O)C)CC)OC)C(=O)OC)O.OS(=O)(=O)O. Drug 2: C1=NC2=C(N=C(N=C2N1C3C(C(C(O3)CO)O)F)Cl)N. Cell line: UACC-257. Synergy scores: CSS=14.7, Synergy_ZIP=-4.88, Synergy_Bliss=-1.04, Synergy_Loewe=-7.94, Synergy_HSA=-1.37. (2) Drug 2: B(C(CC(C)C)NC(=O)C(CC1=CC=CC=C1)NC(=O)C2=NC=CN=C2)(O)O. Cell line: RPMI-8226. Synergy scores: CSS=84.2, Synergy_ZIP=0.304, Synergy_Bliss=0.738, Synergy_Loewe=1.27, Synergy_HSA=3.21. Drug 1: CC1=C(C(=O)C2=C(C1=O)N3CC4C(C3(C2COC(=O)N)OC)N4)N.